From a dataset of Catalyst prediction with 721,799 reactions and 888 catalyst types from USPTO. Predict which catalyst facilitates the given reaction. Reactant: Cl.[CH3:2][O:3][NH:4][CH3:5].C(N(CC)CC)C.[Cl:13][C:14]1[CH:22]=[CH:21][C:17]([C:18](Cl)=[O:19])=[CH:16][CH:15]=1. Product: [Cl:13][C:14]1[CH:22]=[CH:21][C:17]([C:18]([N:4]([O:3][CH3:2])[CH3:5])=[O:19])=[CH:16][CH:15]=1. The catalyst class is: 2.